This data is from Reaction yield outcomes from USPTO patents with 853,638 reactions. The task is: Predict the reaction yield, written as a fraction of the theoretical maximum amount of product (1.0 means a 100% yield; for example, 0.34 means a 34% yield). The reactants are [N:1]1[CH:6]=[C:5]([NH:7][C:8](=[O:15])OCC(Cl)(Cl)Cl)[CH:4]=[N:3][CH:2]=1.[C:16]1([C:22]2[N:23]=[C:24]([N:27]3[CH2:32][CH2:31][NH:30][CH2:29][CH2:28]3)[S:25][CH:26]=2)[CH:21]=[CH:20][CH:19]=[CH:18][CH:17]=1.C(N(C(C)C)CC)(C)C.CS(C)=O. The catalyst is O. The product is [C:16]1([C:22]2[N:23]=[C:24]([N:27]3[CH2:32][CH2:31][N:30]([C:8]([NH:7][C:5]4[CH:4]=[N:3][CH:2]=[N:1][CH:6]=4)=[O:15])[CH2:29][CH2:28]3)[S:25][CH:26]=2)[CH:17]=[CH:18][CH:19]=[CH:20][CH:21]=1. The yield is 0.274.